From a dataset of Peptide-MHC class II binding affinity with 134,281 pairs from IEDB. Regression. Given a peptide amino acid sequence and an MHC pseudo amino acid sequence, predict their binding affinity value. This is MHC class II binding data. (1) The peptide sequence is KELQIVDKIDAAFKI. The binding affinity (normalized) is 0.606. The MHC is DRB3_0101 with pseudo-sequence DRB3_0101. (2) The peptide sequence is ASLPTYLSSRAKLAL. The MHC is DRB1_0701 with pseudo-sequence DRB1_0701. The binding affinity (normalized) is 0.887. (3) The peptide sequence is PHGVVFLHVTYVPSQ. The MHC is DRB1_0101 with pseudo-sequence DRB1_0101. The binding affinity (normalized) is 0.753. (4) The peptide sequence is AFKVAATAANAAPYN. The MHC is DRB1_0701 with pseudo-sequence DRB1_0701. The binding affinity (normalized) is 0.749. (5) The peptide sequence is IPKGDFLTGPLNFTG. The MHC is DRB1_0301 with pseudo-sequence DRB1_0301. The binding affinity (normalized) is 0. (6) The MHC is DRB1_0701 with pseudo-sequence DRB1_0701. The peptide sequence is LPINALSNSLLRHHNLVYST. The binding affinity (normalized) is 0.595.